Dataset: Reaction yield outcomes from USPTO patents with 853,638 reactions. Task: Predict the reaction yield, written as a fraction of the theoretical maximum amount of product (1.0 means a 100% yield; for example, 0.34 means a 34% yield). (1) The reactants are [C:1]([CH2:8][N:9]1[CH2:20][CH2:19][N:18]2[CH2:21][CH2:22][CH2:23][N:12]([CH2:13][CH2:14][N:15]([CH2:24][C:25]([O:27]C(C)(C)C)=[O:26])[CH2:16][CH2:17]2)[CH2:11][CH2:10]1)([O:3]C(C)(C)C)=[O:2]. The catalyst is C(C(O)=O)(F)(F)F.C(Cl)Cl. The product is [C:25]([CH2:24][N:15]1[CH2:14][CH2:13][N:12]2[CH2:23][CH2:22][CH2:21][N:18]([CH2:19][CH2:20][N:9]([CH2:8][C:1]([OH:3])=[O:2])[CH2:10][CH2:11]2)[CH2:17][CH2:16]1)([OH:27])=[O:26]. The yield is 0.980. (2) The reactants are [Cl:1][C:2]1[CH:3]=[CH:4][C:5]([C:8](OCC)=[O:9])=[N:6][CH:7]=1.[H-].[Al+3].[Li+].[H-].[H-].[H-].O.[OH-].[Na+]. The catalyst is C1COCC1.CCOC(C)=O. The product is [Cl:1][C:2]1[CH:3]=[CH:4][C:5]([CH2:8][OH:9])=[N:6][CH:7]=1. The yield is 0.746. (3) The reactants are [Cl:1][C:2]1[CH:7]=[CH:6][C:5]([N:8]2[CH:12]=[C:11]([C:13]([O:15]CC)=[O:14])[C:10]([CH2:18][OH:19])=[N:9]2)=[CH:4][CH:3]=1.[OH-].[Na+].Cl. The catalyst is O. The product is [Cl:1][C:2]1[CH:3]=[CH:4][C:5]([N:8]2[CH:12]=[C:11]([C:13]([OH:15])=[O:14])[C:10]([CH2:18][OH:19])=[N:9]2)=[CH:6][CH:7]=1. The yield is 0.900. (4) The reactants are [F:1][C:2]1[CH:7]=[CH:6][C:5]([CH:8]([OH:29])[CH:9]([NH:21]C(=O)OC(C)(C)C)[CH2:10][C:11]2[CH:16]=[CH:15][C:14]([C:17]([F:20])([F:19])[F:18])=[CH:13][CH:12]=2)=[CH:4][CH:3]=1.C(O)C.[ClH:33]. The catalyst is C(O)C. The product is [ClH:33].[F:1][C:2]1[CH:3]=[CH:4][C:5]([CH:8]([OH:29])[CH:9]([NH2:21])[CH2:10][C:11]2[CH:16]=[CH:15][C:14]([C:17]([F:20])([F:19])[F:18])=[CH:13][CH:12]=2)=[CH:6][CH:7]=1. The yield is 0.960. (5) The product is [Cl:9][C:6]1[N:5]=[CH:4][N:3]=[C:2]([NH2:1])[C:7]=1[O:8][CH:17]([CH3:19])[CH3:18]. The catalyst is CC(C)=O. The yield is 0.248. The reactants are [NH2:1][C:2]1[C:7]([OH:8])=[C:6]([Cl:9])[N:5]=[CH:4][N:3]=1.C([O-])([O-])=O.[Cs+].[Cs+].I[CH:17]([CH3:19])[CH3:18]. (6) The reactants are Br[C:2]1[CH:7]=[C:6]([C:8]([CH3:11])([CH3:10])[CH3:9])[C:5]([N+:12]([O-:14])=[O:13])=[CH:4][C:3]=1[NH2:15].CCN(CC)CC.[CH3:23][Si:24]([C:27]#[CH:28])([CH3:26])[CH3:25]. The catalyst is C1(C)C=CC=CC=1.O.Cl[Pd](Cl)([P](C1C=CC=CC=1)(C1C=CC=CC=1)C1C=CC=CC=1)[P](C1C=CC=CC=1)(C1C=CC=CC=1)C1C=CC=CC=1.[Cu]I. The product is [C:8]([C:6]1[C:5]([N+:12]([O-:14])=[O:13])=[CH:4][C:3]([NH:15][C:28]#[C:27][Si:24]([CH3:26])([CH3:25])[CH3:23])=[CH:2][CH:7]=1)([CH3:11])([CH3:10])[CH3:9]. The yield is 0.810. (7) The reactants are [CH3:1][O:2][C:3](=[O:22])[C:4]1[CH:9]=[CH:8][C:7]([NH:10][C:11]2[CH:16]=[CH:15][C:14]([F:17])=[C:13]([Br:18])[CH:12]=2)=[C:6]([N+:19]([O-])=O)[CH:5]=1.O.NN. The catalyst is CO.[Ni]. The product is [CH3:1][O:2][C:3](=[O:22])[C:4]1[CH:9]=[CH:8][C:7]([NH:10][C:11]2[CH:16]=[CH:15][C:14]([F:17])=[C:13]([Br:18])[CH:12]=2)=[C:6]([NH2:19])[CH:5]=1. The yield is 0.750.